Dataset: Reaction yield outcomes from USPTO patents with 853,638 reactions. Task: Predict the reaction yield, written as a fraction of the theoretical maximum amount of product (1.0 means a 100% yield; for example, 0.34 means a 34% yield). (1) The reactants are C([O:3][C:4]([C:6]1[NH:7][C:8]2[C:13]([C:14]=1[CH2:15][CH2:16][CH2:17][NH:18][C:19]([O:21][C:22]([CH3:25])([CH3:24])[CH3:23])=[O:20])=[CH:12][C:11]([Br:26])=[CH:10][CH:9]=2)=[O:5])C.O.[OH-].[Li+].Cl. The catalyst is CO.C1COCC1.O. The product is [Br:26][C:11]1[CH:12]=[C:13]2[C:8](=[CH:9][CH:10]=1)[NH:7][C:6]([C:4]([OH:5])=[O:3])=[C:14]2[CH2:15][CH2:16][CH2:17][NH:18][C:19]([O:21][C:22]([CH3:25])([CH3:24])[CH3:23])=[O:20]. The yield is 0.910. (2) The reactants are [CH3:1][O:2][C:3]([NH:5][C@H:6]([C:10]([N:12]1[CH2:16][C@@H:15]([CH3:17])[CH2:14][C@H:13]1[C:18]1[NH:22][C:21]2[C:23]3[C:28]([CH:29]=[CH:30][C:20]=2[N:19]=1)=[CH:27][C:26]1[C:31]2[C:36]([CH2:37][O:38][C:25]=1[CH:24]=3)=[CH:35][C:34]([C:39]1[NH:43][C:42]([C@@H:44]3[CH2:48][CH2:47][CH2:46][N:45]3[C:49](OC(C)(C)C)=[O:50])=[N:41][CH:40]=1)=[CH:33][CH:32]=2)=[O:11])[CH:7]([CH3:9])[CH3:8])=[O:4].Cl.[CH3:57][O:58][C:59]([NH:61][C@H:62]([C:66]1[CH:71]=[CH:70][CH:69]=[CH:68][CH:67]=1)C(O)=O)=[O:60].CCOC(C(C#N)=NOC(N1CCOCC1)=[N+](C)C)=O.F[P-](F)(F)(F)(F)F.CCN(C(C)C)C(C)C. The catalyst is C(Cl)Cl.CO.CCOC(C)=O.CN(C=O)C.CO. The product is [CH3:1][O:2][C:3]([NH:5][C@@H:6]([CH:7]([CH3:9])[CH3:8])[C:10]([N:12]1[CH2:16][C@@H:15]([CH3:17])[CH2:14][C@H:13]1[C:18]1[NH:22][C:21]2[C:23]3[C:28]([CH:29]=[CH:30][C:20]=2[N:19]=1)=[CH:27][C:26]1[C:31]2[C:36]([CH2:37][O:38][C:25]=1[CH:24]=3)=[CH:35][C:34]([C:39]1[NH:43][C:42]([C@@H:44]3[CH2:48][CH2:47][CH2:46][N:45]3[C:49](=[O:50])[C@H:62]([NH:61][C:59](=[O:60])[O:58][CH3:57])[C:66]3[CH:71]=[CH:70][CH:69]=[CH:68][CH:67]=3)=[N:41][CH:40]=1)=[CH:33][CH:32]=2)=[O:11])=[O:4]. The yield is 0.450.